From a dataset of Full USPTO retrosynthesis dataset with 1.9M reactions from patents (1976-2016). Predict the reactants needed to synthesize the given product. Given the product [C:41]([O:40][C:38]([N:37]([CH2:36][CH2:35][CH2:34][CH2:33][CH2:32][CH2:31][CH2:30][CH2:29][CH2:28][N:18]1[CH2:19][CH2:20][CH:15]([CH2:14][N:11]2[CH:12]=[N:13][C:9]([C:7]([CH:1]3[CH2:6][CH2:5][CH2:4][CH2:3][CH2:2]3)([OH:8])[C:21]3[CH:26]=[CH:25][CH:24]=[CH:23][CH:22]=3)=[N:10]2)[CH2:16][CH2:17]1)[C:45]([O:47][C:48]([CH3:49])([CH3:50])[CH3:51])=[O:46])=[O:39])([CH3:44])([CH3:43])[CH3:42], predict the reactants needed to synthesize it. The reactants are: [CH:1]1([C:7]([C:21]2[CH:26]=[CH:25][CH:24]=[CH:23][CH:22]=2)([C:9]2[N:13]=[CH:12][N:11]([CH2:14][CH:15]3[CH2:20][CH2:19][NH:18][CH2:17][CH2:16]3)[N:10]=2)[OH:8])[CH2:6][CH2:5][CH2:4][CH2:3][CH2:2]1.Br[CH2:28][CH2:29][CH2:30][CH2:31][CH2:32][CH2:33][CH2:34][CH2:35][CH2:36][N:37]([C:45]([O:47][C:48]([CH3:51])([CH3:50])[CH3:49])=[O:46])[C:38]([O:40][C:41]([CH3:44])([CH3:43])[CH3:42])=[O:39].